Regression. Given two drug SMILES strings and cell line genomic features, predict the synergy score measuring deviation from expected non-interaction effect. From a dataset of NCI-60 drug combinations with 297,098 pairs across 59 cell lines. (1) Drug 1: C1=CN(C(=O)N=C1N)C2C(C(C(O2)CO)O)O.Cl. Drug 2: CC12CCC3C(C1CCC2O)C(CC4=C3C=CC(=C4)O)CCCCCCCCCS(=O)CCCC(C(F)(F)F)(F)F. Cell line: KM12. Synergy scores: CSS=24.8, Synergy_ZIP=-0.755, Synergy_Bliss=3.00, Synergy_Loewe=-13.8, Synergy_HSA=0.594. (2) Cell line: SK-OV-3. Synergy scores: CSS=3.60, Synergy_ZIP=-0.618, Synergy_Bliss=3.51, Synergy_Loewe=-0.496, Synergy_HSA=2.30. Drug 1: CC(C1=C(C=CC(=C1Cl)F)Cl)OC2=C(N=CC(=C2)C3=CN(N=C3)C4CCNCC4)N. Drug 2: COC1=C2C(=CC3=C1OC=C3)C=CC(=O)O2.